This data is from Full USPTO retrosynthesis dataset with 1.9M reactions from patents (1976-2016). The task is: Predict the reactants needed to synthesize the given product. (1) Given the product [CH2:12]([O:14][C:15]([C:16]1[S:7][C:6]([C:5]2[CH:9]=[CH:10][CH:11]=[C:3]([O:2][CH3:1])[CH:4]=2)=[N:8][C:17]=1[CH3:18])=[O:21])[CH3:13], predict the reactants needed to synthesize it. The reactants are: [CH3:1][O:2][C:3]1[CH:4]=[C:5]([CH:9]=[CH:10][CH:11]=1)[C:6]([NH2:8])=[S:7].[CH2:12]([O:14][C:15](=[O:21])[CH:16](Cl)[C:17](=O)[CH3:18])[CH3:13]. (2) Given the product [CH2:18]([O:1][C:2]1[CH:3]=[C:4]2[C:8](=[CH:9][CH:10]=1)[NH:7][CH:6]=[CH:5]2)[CH3:19], predict the reactants needed to synthesize it. The reactants are: [OH:1][C:2]1[CH:3]=[C:4]2[C:8](=[CH:9][CH:10]=1)[NH:7][CH:6]=[CH:5]2.C([O-])([O-])=O.[K+].[K+].I[CH2:18][CH3:19].ClCCl.CO. (3) The reactants are: Cl.Cl[CH2:3][C:4]1[C:9]([CH3:10])=[C:8]([O:11][CH3:12])[C:7]([CH3:13])=[CH:6][N:5]=1.[NH3:14].CO. Given the product [NH2:14][CH2:3][C:4]1[C:9]([CH3:10])=[C:8]([O:11][CH3:12])[C:7]([CH3:13])=[CH:6][N:5]=1, predict the reactants needed to synthesize it. (4) Given the product [CH3:1][O:2][C:3]([C:5]1[CH:10]=[CH:9][C:8]([O:11][CH2:16][C:15]([F:26])([F:25])[F:14])=[CH:7][N:6]=1)=[O:4], predict the reactants needed to synthesize it. The reactants are: [CH3:1][O:2][C:3]([C:5]1[CH:10]=[CH:9][C:8]([OH:11])=[CH:7][N:6]=1)=[O:4].[H-].[Na+].[F:14][C:15]([F:26])([F:25])[CH2:16]OS(C(F)(F)F)(=O)=O.C(=O)([O-])[O-].[Na+].[Na+]. (5) Given the product [CH:32]([O:35][C:36]1[C:41]([CH3:42])=[CH:40][CH:39]=[CH:38][C:37]=1[CH2:43][C@@H:44]([C:46]1[CH:47]=[CH:48][N:49]=[CH:50][CH:51]=1)[OH:45])([CH3:34])[CH3:33], predict the reactants needed to synthesize it. The reactants are: B(F)(F)F.CCOCC.B(Cl)([C@H]1[C@H](C)[C@@H]2C(C)(C)[C@@H](C2)C1)[C@H]1[C@H](C)[C@@H]2C(C)(C)[C@@H](C2)C1.[CH:32]([O:35][C:36]1[C:41]([CH3:42])=[CH:40][CH:39]=[CH:38][C:37]=1[CH2:43][C:44]([C:46]1[CH:51]=[CH:50][N:49]=[CH:48][CH:47]=1)=[O:45])([CH3:34])[CH3:33].Cl. (6) Given the product [Br:19][CH2:11][C:3]1[CH:4]=[CH:5][C:6]([C:8](=[O:10])[CH3:9])=[N:7][C:2]=1[Cl:1], predict the reactants needed to synthesize it. The reactants are: [Cl:1][C:2]1[N:7]=[C:6]([C:8](=[O:10])[CH3:9])[CH:5]=[CH:4][C:3]=1[CH3:11].C1C(=O)N([Br:19])C(=O)C1.